From a dataset of NCI-60 drug combinations with 297,098 pairs across 59 cell lines. Regression. Given two drug SMILES strings and cell line genomic features, predict the synergy score measuring deviation from expected non-interaction effect. Drug 1: CC1OCC2C(O1)C(C(C(O2)OC3C4COC(=O)C4C(C5=CC6=C(C=C35)OCO6)C7=CC(=C(C(=C7)OC)O)OC)O)O. Drug 2: CC12CCC3C(C1CCC2O)C(CC4=C3C=CC(=C4)O)CCCCCCCCCS(=O)CCCC(C(F)(F)F)(F)F. Cell line: SR. Synergy scores: CSS=50.4, Synergy_ZIP=-1.39, Synergy_Bliss=-3.01, Synergy_Loewe=-19.6, Synergy_HSA=-3.42.